This data is from Forward reaction prediction with 1.9M reactions from USPTO patents (1976-2016). The task is: Predict the product of the given reaction. Given the reactants [CH2:1]([O:3][C:4](=[O:12])[C:5]1[CH:10]=[CH:9][C:8]([OH:11])=[CH:7][CH:6]=1)[CH3:2].[H+].[B-](F)(F)(F)F.CCOCC.[Br:24]N1C(=O)CCC1=O, predict the reaction product. The product is: [CH2:1]([O:3][C:4](=[O:12])[C:5]1[CH:10]=[CH:9][C:8]([OH:11])=[C:7]([Br:24])[CH:6]=1)[CH3:2].